This data is from Full USPTO retrosynthesis dataset with 1.9M reactions from patents (1976-2016). The task is: Predict the reactants needed to synthesize the given product. (1) The reactants are: [NH2:1][C:2]1[CH:7]=[CH:6][C:5]([Cl:8])=[CH:4][C:3]=1[OH:9].[Cl:10][C:11]1[CH:19]=[CH:18][C:17]([N+:20]([O-:22])=[O:21])=[CH:16][C:12]=1[C:13](Cl)=O. Given the product [Cl:8][C:5]1[CH:6]=[CH:7][C:2]2[N:1]=[C:13]([C:12]3[CH:16]=[C:17]([N+:20]([O-:22])=[O:21])[CH:18]=[CH:19][C:11]=3[Cl:10])[O:9][C:3]=2[CH:4]=1, predict the reactants needed to synthesize it. (2) Given the product [F:1][C:2]([F:7])([F:6])[C:3]([OH:5])=[O:4].[C:93]([O:97][C:98](=[O:106])[NH:99][CH:100]1[CH2:105][CH2:104][N:103]([C:24]2[N:23]=[C:22]3[C:18]([N:19]=[CH:20][N:21]3[C@@H:37]3[CH2:41][C@H:40]([NH:42][C:43](=[O:44])[CH2:45][CH3:46])[C@@H:39]([OH:48])[C@H:38]3[OH:49])=[C:17]([NH:16][CH2:15][CH:14]([C:8]3[CH:13]=[CH:12][CH:11]=[CH:10][CH:9]=3)[C:50]3[CH:51]=[CH:52][CH:53]=[CH:54][CH:55]=3)[N:25]=2)[CH2:102][CH2:101]1)([CH3:96])([CH3:94])[CH3:95], predict the reactants needed to synthesize it. The reactants are: [F:1][C:2]([F:7])([F:6])[C:3]([OH:5])=[O:4].[C:8]1([CH:14]([C:50]2[CH:55]=[CH:54][CH:53]=[CH:52][CH:51]=2)[CH2:15][NH:16][C:17]2[N:25]=[C:24](NCCC3N=CN(C(C)C)C=3)[N:23]=[C:22]3[C:18]=2[N:19]=[CH:20][N:21]3[C@@H:37]2[CH2:41][C@H:40]([NH:42][C:43]([CH:45]3C[CH2:46]3)=[O:44])[C@@H:39]([OH:48])[C@H:38]2[OH:49])[CH:13]=[CH:12][CH:11]=[CH:10][CH:9]=1.ClC1N=C2C(N=CN2[C@@H]2C[C@H](NC(=O)CC)[C@@H](O)[C@H]2O)=C(NCC(C2C=CC=CC=2)C2C=CC=CC=2)N=1.[C:93]([O:97][C:98](=[O:106])[NH:99][CH:100]1[CH2:105][CH2:104][NH:103][CH2:102][CH2:101]1)([CH3:96])([CH3:95])[CH3:94]. (3) Given the product [F:1][C:2]1[CH:3]=[C:4]([CH:10]=[C:11]([C:23]2[CH:28]=[N:27][C:26]([C:29]([F:32])([F:31])[F:30])=[CH:25][N:24]=2)[CH:12]=1)[C:5]([O:7][CH2:8][CH3:9])=[O:6], predict the reactants needed to synthesize it. The reactants are: [F:1][C:2]1[CH:3]=[C:4]([CH:10]=[C:11](B2OC(C)(C)C(C)(C)O2)[CH:12]=1)[C:5]([O:7][CH2:8][CH3:9])=[O:6].Cl[C:23]1[CH:28]=[N:27][C:26]([C:29]([F:32])([F:31])[F:30])=[CH:25][N:24]=1.C([O-])([O-])=O.[Cs+].[Cs+]. (4) Given the product [C:13]([C:15]1[CH:24]=[CH:23][C:18]([CH2:19][N:20]([O:21][CH3:22])[C:8](=[O:9])[CH:7]=[C:5]2[C:4](=[O:11])[O:3][C:2]([CH3:12])([CH3:1])[O:6]2)=[CH:17][CH:16]=1)#[N:14], predict the reactants needed to synthesize it. The reactants are: [CH3:1][C:2]1([CH3:12])[O:6][C:5](=[CH:7][C:8](Cl)=[O:9])[C:4](=[O:11])[O:3]1.[C:13]([C:15]1[CH:24]=[CH:23][C:18]([CH2:19][NH:20][O:21][CH3:22])=[CH:17][CH:16]=1)#[N:14]. (5) The reactants are: [C:1]([C:5]1[N:10]=[C:9](O)[CH:8]=[C:7]([CH:12]2[CH2:15][CH2:14][CH2:13]2)[N:6]=1)([CH3:4])([CH3:3])[CH3:2].O=P(Cl)(Cl)[Cl:18].O. Given the product [C:1]([C:5]1[N:10]=[C:9]([Cl:18])[CH:8]=[C:7]([CH:12]2[CH2:15][CH2:14][CH2:13]2)[N:6]=1)([CH3:4])([CH3:3])[CH3:2], predict the reactants needed to synthesize it. (6) Given the product [OH:2][C:3]1[CH:4]=[CH:5][C:6]([CH2:9][CH2:10][CH2:11][CH2:12][OH:13])=[CH:7][CH:8]=1, predict the reactants needed to synthesize it. The reactants are: C[O:2][C:3]1[CH:8]=[CH:7][C:6]([CH2:9][CH2:10][CH2:11][CH2:12][OH:13])=[CH:5][CH:4]=1.B(Br)(Br)Br. (7) Given the product [NH2:28][C:27]1[C:19]2[C:20](=[C:15]([C:11]3[CH:12]=[CH:13][CH:14]=[C:9]([O:8][CH2:1][C:2]4[CH:3]=[CH:4][CH:5]=[CH:6][CH:7]=4)[CH:10]=3)[CH:24]=[CH:23][CH:18]=2)[CH:21]=[CH:22][N:26]=1, predict the reactants needed to synthesize it. The reactants are: [CH2:1]([O:8][C:9]1[CH:10]=[C:11]([C:15]2N=C(Cl)[C:18]3[C:23]([CH:24]=2)=[CH:22][CH:21]=[CH:20][CH:19]=3)[CH:12]=[CH:13][CH:14]=1)[C:2]1[CH:7]=[CH:6][CH:5]=[CH:4][CH:3]=1.[NH2:26][C:27]1C2C(=C(C3C=CC=C(O)C=3)C=CC=2)C=C[N:28]=1. (8) Given the product [NH:1]1[CH:5]=[CH:4][N:3]=[C:2]1[C:6]1[CH:7]=[CH:8][C:9]([CH3:26])=[C:10]([C:12]2[C:23](=[O:24])[N:22]([CH3:25])[C:15]3[N:16]=[C:17]([NH:33][CH:34]4[CH2:39][CH2:38][O:37][CH2:36][CH2:35]4)[N:18]=[CH:19][C:14]=3[CH:13]=2)[CH:11]=1, predict the reactants needed to synthesize it. The reactants are: [NH:1]1[CH:5]=[CH:4][N:3]=[C:2]1[C:6]1[CH:7]=[CH:8][C:9]([CH3:26])=[C:10]([C:12]2[C:23](=[O:24])[N:22]([CH3:25])[C:15]3[N:16]=[C:17](SC)[N:18]=[CH:19][C:14]=3[CH:13]=2)[CH:11]=1.OOS([O-])=O.[K+].[NH2:33][CH:34]1[CH2:39][CH2:38][O:37][CH2:36][CH2:35]1. (9) The reactants are: C(NC1C=CC(C2C=C3C(CN([C@@H](C(C)C)C(O)=O)C3=O)=CC=2)=CC=1)(=O)C1C=CC=CC=1.[O:33]=[C:34]1[C:42]2[C:37](=[CH:38][CH:39]=[C:40]([C:43]3[CH:48]=[CH:47][C:46]([NH:49][C:50](=[O:62])[C:51]4[CH:56]=[CH:55][C:54]([O:57][C:58]([F:61])([F:60])[F:59])=[CH:53][CH:52]=4)=[CH:45][CH:44]=3)[CH:41]=2)[CH2:36][N:35]1[C:63]1([C:68]([O:70]C)=[O:69])[CH2:67][CH2:66][CH2:65][CH2:64]1. Given the product [O:33]=[C:34]1[C:42]2[C:37](=[CH:38][CH:39]=[C:40]([C:43]3[CH:48]=[CH:47][C:46]([NH:49][C:50](=[O:62])[C:51]4[CH:52]=[CH:53][C:54]([O:57][C:58]([F:60])([F:59])[F:61])=[CH:55][CH:56]=4)=[CH:45][CH:44]=3)[CH:41]=2)[CH2:36][N:35]1[C:63]1([C:68]([OH:70])=[O:69])[CH2:67][CH2:66][CH2:65][CH2:64]1, predict the reactants needed to synthesize it.